From a dataset of Full USPTO retrosynthesis dataset with 1.9M reactions from patents (1976-2016). Predict the reactants needed to synthesize the given product. (1) Given the product [CH3:22][C:23]1[C:28]([NH:29][C:19]([C:6]2[N:7]([CH2:11][C:12]3[CH:17]=[CH:16][CH:15]=[C:14]([F:18])[CH:13]=3)[C:8]3[C:4]([CH:5]=2)=[CH:3][C:2]([F:1])=[CH:10][CH:9]=3)=[O:21])=[CH:27][CH:26]=[C:25]([N:30]2[CH2:34][CH2:33][CH2:32][CH2:31]2)[N:24]=1, predict the reactants needed to synthesize it. The reactants are: [F:1][C:2]1[CH:3]=[C:4]2[C:8](=[CH:9][CH:10]=1)[N:7]([CH2:11][C:12]1[CH:17]=[CH:16][CH:15]=[C:14]([F:18])[CH:13]=1)[C:6]([C:19]([OH:21])=O)=[CH:5]2.[CH3:22][C:23]1[C:28]([NH2:29])=[CH:27][CH:26]=[C:25]([N:30]2[CH2:34][CH2:33][CH2:32][CH2:31]2)[N:24]=1. (2) Given the product [NH2:2][C:1]1[NH:19][N:18]=[C:4]([NH:5][C:6]2[CH:11]=[CH:10][C:9]([S:12]([NH2:13])(=[O:15])=[O:14])=[CH:8][CH:7]=2)[N:3]=1, predict the reactants needed to synthesize it. The reactants are: [C:1](/[N:3]=[C:4](\SC)/[NH:5][C:6]1[CH:11]=[CH:10][C:9]([S:12](=[O:15])(=[O:14])[NH2:13])=[CH:8][CH:7]=1)#[N:2].[NH2:18][NH2:19]. (3) Given the product [F:7][C:6]([F:9])([F:8])[C:15]1[NH:11][C:12]([C:16]([OH:18])=[O:17])=[CH:13][CH:14]=1, predict the reactants needed to synthesize it. The reactants are: OS(O)(=O)=O.[C:6](I)([F:9])([F:8])[F:7].[NH:11]1[CH:15]=[CH:14][CH:13]=[C:12]1[C:16]([OH:18])=[O:17].OO. (4) Given the product [O:20]1[CH2:21][CH2:22][CH:17]([NH:16][C:15](=[O:23])[C@H:11]([CH:12]([CH3:14])[CH3:13])[CH2:10][C@H:9]([OH:24])[C@@H:8]([NH2:7])[CH2:25][C@H:26]([CH2:30][C:31]2[CH:36]=[CH:35][C:34]([CH3:37])=[C:33]([O:38][CH2:39][CH2:40][CH2:41][O:42][CH3:43])[CH:32]=2)[CH:27]([CH3:28])[CH3:29])[CH2:18][CH2:19]1, predict the reactants needed to synthesize it. The reactants are: C(OC(=O)[NH:7][C@@H:8]([CH2:25][C@H:26]([CH2:30][C:31]1[CH:36]=[CH:35][C:34]([CH3:37])=[C:33]([O:38][CH2:39][CH2:40][CH2:41][O:42][CH3:43])[CH:32]=1)[CH:27]([CH3:29])[CH3:28])[C@@H:9]([OH:24])[CH2:10][C@H:11]([C:15](=[O:23])[NH:16][CH:17]1[CH2:22][CH2:21][O:20][CH2:19][CH2:18]1)[CH:12]([CH3:14])[CH3:13])(C)(C)C.Cl.